Regression. Given a peptide amino acid sequence and an MHC pseudo amino acid sequence, predict their binding affinity value. This is MHC class I binding data. From a dataset of Peptide-MHC class I binding affinity with 185,985 pairs from IEDB/IMGT. (1) The peptide sequence is MLEEMQSAV. The MHC is HLA-B58:01 with pseudo-sequence HLA-B58:01. The binding affinity (normalized) is 0.0847. (2) The peptide sequence is ELIKELPGY. The MHC is HLA-A30:01 with pseudo-sequence HLA-A30:01. The binding affinity (normalized) is 0.0847. (3) The peptide sequence is REWGWRIPF. The MHC is HLA-B27:05 with pseudo-sequence HLA-B27:05. The binding affinity (normalized) is 0.410. (4) The peptide sequence is FELKNSTTI. The MHC is HLA-A02:03 with pseudo-sequence HLA-A02:03. The binding affinity (normalized) is 0.174. (5) The peptide sequence is GEPKESTPM. The MHC is HLA-B40:01 with pseudo-sequence HLA-B40:01. The binding affinity (normalized) is 0.346. (6) The peptide sequence is EYVDVHPVL. The MHC is HLA-A23:01 with pseudo-sequence HLA-A23:01. The binding affinity (normalized) is 0.826. (7) The peptide sequence is ATRLENIMW. The MHC is HLA-B57:01 with pseudo-sequence HLA-B57:01. The binding affinity (normalized) is 0.923. (8) The peptide sequence is RAFDIYNEK. The MHC is HLA-A11:01 with pseudo-sequence HLA-A11:01. The binding affinity (normalized) is 0.882.